This data is from Forward reaction prediction with 1.9M reactions from USPTO patents (1976-2016). The task is: Predict the product of the given reaction. (1) Given the reactants [CH3:1][C:2]1[CH:7]=[CH:6][CH:5]=[CH:4][C:3]=1[N:8]1[C:12]2[CH:13]=[CH:14][CH:15]=[CH:16][C:11]=2[NH:10][S:9]1(=[O:18])=[O:17].C1(P(C2C=CC=CC=2)C2C=CC=CC=2)C=CC=CC=1.[Br:38][CH2:39][CH2:40][CH2:41]O.CC(OC(/N=N/C(OC(C)C)=O)=O)C, predict the reaction product. The product is: [Br:38][CH2:39][CH2:40][CH2:41][N:10]1[C:11]2[CH:16]=[CH:15][CH:14]=[CH:13][C:12]=2[N:8]([C:3]2[CH:4]=[CH:5][CH:6]=[CH:7][C:2]=2[CH3:1])[S:9]1(=[O:18])=[O:17]. (2) Given the reactants C(O)(=O)C1C=CC=NC=1.C[I:11].[CH3:12][N:13]1[CH:21]=[CH:20][CH:19]=[C:15]([C:16]([OH:18])=[O:17])[CH2:14]1, predict the reaction product. The product is: [CH3:12][N+:13]1[CH:21]=[CH:20][CH:19]=[C:15]([C:16]([O-:18])=[O:17])[CH:14]=1.[IH:11]. (3) The product is: [CH3:1][CH2:2][O:3][C:4]([C:6]1[CH:7]=[CH:8][C:9]([NH2:12])=[CH:10][CH:11]=1)=[O:5]. Given the reactants [CH3:1][CH2:2][O:3][C:4]([C:6]1[CH:7]=[CH:8][C:9]([N:12](CC(O)C)CC(O)C)=[CH:10][CH:11]=1)=[O:5].CCCCC(COC(C1C=CC(N(C)C)=CC=1)=O)CC, predict the reaction product. (4) Given the reactants Cl[C:2]1[N:7]=[C:6]([NH2:8])[N:5]=[C:4]([NH:9][C:10]2[CH:15]=[CH:14][C:13]([O:16][C:17]3[CH:22]=[CH:21][N:20]=[C:19]([C:23]([F:26])([F:25])[F:24])[CH:18]=3)=[CH:12][CH:11]=2)[CH:3]=1.[F:27][C:28]1[CH:33]=[CH:32][C:31](/[CH:34]=[CH:35]/B(O)O)=[CH:30][CH:29]=1.C([O-])([O-])=O.[K+].[K+], predict the reaction product. The product is: [F:27][C:28]1[CH:33]=[CH:32][C:31](/[CH:34]=[CH:35]/[C:2]2[N:7]=[C:6]([NH2:8])[N:5]=[C:4]([NH:9][C:10]3[CH:15]=[CH:14][C:13]([O:16][C:17]4[CH:22]=[CH:21][N:20]=[C:19]([C:23]([F:26])([F:25])[F:24])[CH:18]=4)=[CH:12][CH:11]=3)[CH:3]=2)=[CH:30][CH:29]=1. (5) Given the reactants [CH3:1][C:2]1([CH3:10])[C:6]2=[N:7][NH:8][CH:9]=[C:5]2[CH2:4][CH2:3]1.[CH2:11]=[O:12].C(N(CC)CC)C, predict the reaction product. The product is: [CH3:1][C:2]1([CH3:10])[C:6]2=[N:7][N:8]([CH2:11][OH:12])[CH:9]=[C:5]2[CH2:4][CH2:3]1. (6) Given the reactants [O:1]1[CH2:6][CH2:5][CH2:4][CH2:3][CH:2]1[O:7][NH:8][C:9](=[O:36])[CH2:10][C:11]1([C:20]2[S:21][C:22]([C:25]3[CH:30]=[CH:29][C:28]([C:31]4[O:35][CH:34]=[N:33][CH:32]=4)=[CH:27][CH:26]=3)=[CH:23][CH:24]=2)[S:17](=[O:19])(=[O:18])[CH2:16][CH2:15][NH:14][CH2:13][CH2:12]1.C(N(CC)CC)C.[CH:44]1([NH:47][C:48](OC2C=CC=CC=2)=[O:49])[CH2:46][CH2:45]1.C(OCC)(=O)C, predict the reaction product. The product is: [O:1]1[CH2:6][CH2:5][CH2:4][CH2:3][CH:2]1[O:7][NH:8][C:9](=[O:36])[CH2:10][C:11]1([C:20]2[S:21][C:22]([C:25]3[CH:30]=[CH:29][C:28]([C:31]4[O:35][CH:34]=[N:33][CH:32]=4)=[CH:27][CH:26]=3)=[CH:23][CH:24]=2)[S:17](=[O:18])(=[O:19])[CH2:16][CH2:15][N:14]([C:48]([NH:47][CH:44]2[CH2:46][CH2:45]2)=[O:49])[CH2:13][CH2:12]1.